Dataset: Full USPTO retrosynthesis dataset with 1.9M reactions from patents (1976-2016). Task: Predict the reactants needed to synthesize the given product. (1) Given the product [F:14][C:2]([F:1])([F:13])[C:3]1[C:4]([C:9]([OH:11])=[O:10])=[N:5][CH:6]=[CH:7][N:8]=1, predict the reactants needed to synthesize it. The reactants are: [F:1][C:2]([F:14])([F:13])[C:3]1[C:4]([C:9]([O:11]C)=[O:10])=[N:5][CH:6]=[CH:7][N:8]=1.[OH-].[K+]. (2) The reactants are: [CH2:1]([O:8][C:9]1[CH:16]=[C:15]([O:17][CH3:18])[C:14]([Br:19])=[CH:13][C:10]=1C=O)[C:2]1[CH:7]=[CH:6][CH:5]=[CH:4][CH:3]=1.C1C=C(Cl)C=C(C(OO)=[O:28])C=1.CCCCCC.C(OCC)(=O)C. Given the product [CH2:1]([O:8][C:9]1[CH:16]=[C:15]([O:17][CH3:18])[C:14]([Br:19])=[CH:13][C:10]=1[OH:28])[C:2]1[CH:7]=[CH:6][CH:5]=[CH:4][CH:3]=1, predict the reactants needed to synthesize it. (3) Given the product [F:1][C:2]1[CH:7]=[CH:6][C:5]([C:8]2[O:9][C:10]3[CH:20]=[C:19]([N:21]([CH3:26])[S:22]([CH3:25])(=[O:24])=[O:23])[C:18]([C:27]4[CH:32]=[CH:31][C:30]([O:33][CH3:34])=[C:29]([C:35]5[O:36][C:37]6[CH:43]=[C:42]([C:49]7[CH:50]=[N:45][CH:46]=[N:47][CH:48]=7)[CH:41]=[CH:40][C:38]=6[N:39]=5)[CH:28]=4)=[CH:17][C:11]=3[C:12]=2[C:13]([NH:15][CH3:16])=[O:14])=[CH:4][CH:3]=1, predict the reactants needed to synthesize it. The reactants are: [F:1][C:2]1[CH:7]=[CH:6][C:5]([C:8]2[O:9][C:10]3[CH:20]=[C:19]([N:21]([CH3:26])[S:22]([CH3:25])(=[O:24])=[O:23])[C:18]([C:27]4[CH:32]=[CH:31][C:30]([O:33][CH3:34])=[C:29]([C:35]5[O:36][C:37]6[CH:43]=[C:42](I)[CH:41]=[CH:40][C:38]=6[N:39]=5)[CH:28]=4)=[CH:17][C:11]=3[C:12]=2[C:13]([NH:15][CH3:16])=[O:14])=[CH:4][CH:3]=1.[N:45]1[CH:50]=[C:49](B(O)O)[CH:48]=[N:47][CH:46]=1.[O-]P([O-])([O-])=O.[K+].[K+].[K+]. (4) Given the product [Cl:25][C:4]1[C:3]2[C:2](=[CH:10][C:9]([F:11])=[CH:8][CH:7]=2)[N:1]=[C:19]([C:14]2[CH:15]=[CH:16][CH:17]=[CH:18][C:13]=2[F:12])[C:20]=1[CH3:21], predict the reactants needed to synthesize it. The reactants are: [NH2:1][C:2]1[CH:10]=[C:9]([F:11])[CH:8]=[CH:7][C:3]=1[C:4](O)=O.[F:12][C:13]1[CH:18]=[CH:17][CH:16]=[CH:15][C:14]=1[C:19](=O)[CH2:20][CH3:21].P(Cl)(Cl)([Cl:25])=O. (5) Given the product [Br:1][C:2]1[CH:3]=[CH:4][C:5]([CH2:6][C@@:7]23[CH2:11][C@@H:10]([OH:12])[CH2:9][N:8]2[C:34](=[O:35])[N:33]([C:28]2[CH:29]=[C:30]([Cl:32])[CH:31]=[C:26]([Cl:25])[CH:27]=2)[C:13]3=[O:15])=[CH:17][CH:18]=1, predict the reactants needed to synthesize it. The reactants are: [Br:1][C:2]1[CH:18]=[CH:17][C:5]([CH2:6][C@@:7]2([C:13]([O:15]C)=O)[CH2:11][C@@H:10]([OH:12])[CH2:9][NH:8]2)=[CH:4][CH:3]=1.C([O-])([O-])=O.[K+].[K+].[Cl:25][C:26]1[CH:27]=[C:28]([N:33]=[C:34]=[O:35])[CH:29]=[C:30]([Cl:32])[CH:31]=1. (6) Given the product [CH3:1][O:2][C:3]([C:5]1([C:8]2[CH:13]=[CH:12][C:11]([C:14]([N:26]3[CH2:27][CH2:28][CH:24]([NH:23][C:22]([O:21][C:17]([CH3:20])([CH3:19])[CH3:18])=[O:29])[CH2:25]3)=[O:15])=[CH:10][CH:9]=2)[CH2:7][CH2:6]1)=[O:4], predict the reactants needed to synthesize it. The reactants are: [CH3:1][O:2][C:3]([C:5]1([C:8]2[CH:13]=[CH:12][C:11]([C:14](Cl)=[O:15])=[CH:10][CH:9]=2)[CH2:7][CH2:6]1)=[O:4].[C:17]([O:21][C:22](=[O:29])[NH:23][CH:24]1[CH2:28][CH2:27][NH:26][CH2:25]1)([CH3:20])([CH3:19])[CH3:18].CCN(C(C)C)C(C)C.O. (7) Given the product [C:28]([O:31][C:32](=[O:33])[N:11]([C:12](=[O:26])[CH:13]=[CH:14][CH:15]=[CH:16][C:17]1[CH:22]=[CH:21][C:20]([O:23][CH3:24])=[CH:19][C:18]=1[Cl:25])[CH2:10][CH:9]=[CH:8][C:5]1[CH:6]=[CH:7][C:2]([Cl:1])=[CH:3][CH:4]=1)([CH3:30])([CH3:29])[CH3:27], predict the reactants needed to synthesize it. The reactants are: [Cl:1][C:2]1[CH:7]=[CH:6][C:5]([CH:8]=[CH:9][CH2:10][NH:11][C:12](=[O:26])[CH:13]=[CH:14][CH:15]=[CH:16][C:17]2[CH:22]=[CH:21][C:20]([O:23][CH3:24])=[CH:19][C:18]=2[Cl:25])=[CH:4][CH:3]=1.[CH3:27][C:28]([O:31][C:32](O[C:32]([O:31][C:28]([CH3:30])([CH3:29])[CH3:27])=[O:33])=[O:33])([CH3:30])[CH3:29].C(N(CC)CC)C.